Dataset: Full USPTO retrosynthesis dataset with 1.9M reactions from patents (1976-2016). Task: Predict the reactants needed to synthesize the given product. Given the product [OH:39][CH:33]1[CH:34]([OH:38])[CH2:35][CH2:36][CH2:37][CH:32]1[NH:31][C:12](=[O:14])[C:11]1[CH:15]=[CH:16][N:17]=[CH:18][C:10]=1[NH:9][C:3]1[CH:4]=[CH:5][C:6]([I:8])=[CH:7][C:2]=1[F:1], predict the reactants needed to synthesize it. The reactants are: [F:1][C:2]1[CH:7]=[C:6]([I:8])[CH:5]=[CH:4][C:3]=1[NH:9][C:10]1[CH:18]=[N:17][CH:16]=[CH:15][C:11]=1[C:12]([OH:14])=O.C(N1C=CN=C1)(N1C=CN=C1)=O.[NH2:31][CH:32]1[CH2:37][CH2:36][CH2:35][CH:34]([OH:38])[CH:33]1[OH:39].